From a dataset of Forward reaction prediction with 1.9M reactions from USPTO patents (1976-2016). Predict the product of the given reaction. (1) Given the reactants [CH2:1]([O:3][C:4](=[O:35])[C@@H:5]([NH:17][C:18]([O:20][CH2:21][CH:22]1[C:34]2[CH:33]=[CH:32][CH:31]=[CH:30][C:29]=2[C:28]2[C:23]1=[CH:24][CH:25]=[CH:26][CH:27]=2)=[O:19])[CH2:6][CH2:7][CH2:8][NH:9]C(OC(C)(C)C)=O)[CH3:2].Cl.O1CCOCC1, predict the reaction product. The product is: [CH2:1]([O:3][C:4](=[O:35])[C@@H:5]([NH:17][C:18]([O:20][CH2:21][CH:22]1[C:34]2[CH:33]=[CH:32][CH:31]=[CH:30][C:29]=2[C:28]2[C:23]1=[CH:24][CH:25]=[CH:26][CH:27]=2)=[O:19])[CH2:6][CH2:7][CH2:8][NH2:9])[CH3:2]. (2) Given the reactants Cl[C:2]1[N:7]=[C:6]([C:8]2[N:18](S(C3C=CC=CC=3)(=O)=O)[C:11]3=[N:12][CH:13]=[CH:14][C:15]([O:16][CH3:17])=[C:10]3[CH:9]=2)[CH:5]=[CH:4][N:3]=1.N.CC[N:31](C(C)C)C(C)C.C([O-])([O-])=O.[K+].[K+], predict the reaction product. The product is: [CH3:17][O:16][C:15]1[CH:14]=[CH:13][N:12]=[C:11]2[NH:18][C:8]([C:6]3[CH:5]=[CH:4][N:3]=[C:2]([NH2:31])[N:7]=3)=[CH:9][C:10]=12. (3) Given the reactants [CH3:1][C:2]1[CH:11]=[C:10]2[C:5]([CH:6]=[CH:7][CH:8]=[N:9]2)=[CH:4][C:3]=1[N+:12]([O-:14])=[O:13].C([O:19]C(N(C)C)N(C)C)(C)(C)C, predict the reaction product. The product is: [N+:12]([C:3]1[CH:4]=[C:5]2[C:10](=[CH:11][C:2]=1[CH:1]=[O:19])[N:9]=[CH:8][CH:7]=[CH:6]2)([O-:14])=[O:13]. (4) Given the reactants [F:1][C:2]1[C:3]([O:20][CH3:21])=[C:4]([CH:8]([CH3:19])[CH:9]([CH3:18])[C:10]([OH:17])([C:13]([F:16])([F:15])[F:14])[CH:11]=O)[CH:5]=[CH:6][CH:7]=1.[NH2:22][C:23]1[CH:32]=[CH:31][C:30]([F:33])=[C:29]2[C:24]=1[CH:25]=[N:26][C:27]([CH3:34])=[N:28]2.O, predict the reaction product. The product is: [F:1][C:2]1[C:3]([O:20][CH3:21])=[C:4]([CH:8]([CH3:19])[CH:9]([CH3:18])[C:10]([C:13]([F:15])([F:14])[F:16])([OH:17])[CH:11]=[N:22][C:23]2[CH:32]=[CH:31][C:30]([F:33])=[C:29]3[C:24]=2[CH:25]=[N:26][C:27]([CH3:34])=[N:28]3)[CH:5]=[CH:6][CH:7]=1. (5) Given the reactants Cl.C(OC(=O)[NH:8][C:9]1[CH:14]=[CH:13][CH:12]=[CH:11][C:10]=1[NH:15][C:16](=[O:46])/[CH:17]=[CH:18]/[C:19]1[CH:20]=[N:21][C:22]([CH:25]([C:36](=[O:45])[NH:37][C:38]2[CH:43]=[CH:42][C:41]([Br:44])=[CH:40][CH:39]=2)[CH2:26][CH2:27][CH2:28][N:29]2[CH2:34][C@@H:33]3[CH2:35][C@H:30]2[CH2:31][O:32]3)=[CH:23][CH:24]=1)(C)(C)C.C([O-])(O)=O.[Na+], predict the reaction product. The product is: [Br:44][C:41]1[CH:42]=[CH:43][C:38]([NH:37][C:36](=[O:45])[CH:25]([C:22]2[CH:23]=[CH:24][C:19](/[CH:18]=[CH:17]/[C:16](=[O:46])[NH:15][C:10]3[CH:11]=[CH:12][CH:13]=[CH:14][C:9]=3[NH2:8])=[CH:20][N:21]=2)[CH2:26][CH2:27][CH2:28][N:29]2[CH2:34][C@@H:33]3[CH2:35][C@H:30]2[CH2:31][O:32]3)=[CH:39][CH:40]=1. (6) Given the reactants Cl[C:2]1(C#N)[CH2:7][CH:6]2[CH2:8][CH2:9][CH:3]1[CH:4]=[CH:5]2.[OH-:12].[K+], predict the reaction product. The product is: [CH:3]12[CH2:9][CH2:8][CH:6]([CH:5]=[CH:4]1)[CH2:7][C:2]2=[O:12]. (7) Given the reactants [Cl:1][C:2]1[CH:7]=[CH:6][C:5]([C:8](=[O:18])[NH:9][CH2:10][C:11]2[CH:16]=[CH:15][CH:14]=[C:13]([Cl:17])[CH:12]=2)=[CH:4][C:3]=1[NH:19][C:20]([C:22]1[C:35](=[O:36])[NH:34][C:25]2[N:26]=[C:27](S(C)(=O)=O)[N:28]=[CH:29][C:24]=2[CH:23]=1)=[O:21].Cl.[NH2:38][C@@H:39]1[CH2:44][CH2:43][C@H:42]([OH:45])[CH2:41][CH2:40]1.C(N(CC)CC)C.CN(C=O)C, predict the reaction product. The product is: [Cl:1][C:2]1[CH:7]=[CH:6][C:5]([C:8](=[O:18])[NH:9][CH2:10][C:11]2[CH:16]=[CH:15][CH:14]=[C:13]([Cl:17])[CH:12]=2)=[CH:4][C:3]=1[NH:19][C:20]([C:22]1[C:35](=[O:36])[NH:34][C:25]2[N:26]=[C:27]([NH:38][CH:39]3[CH2:44][CH2:43][CH:42]([OH:45])[CH2:41][CH2:40]3)[N:28]=[CH:29][C:24]=2[CH:23]=1)=[O:21].